This data is from Reaction yield outcomes from USPTO patents with 853,638 reactions. The task is: Predict the reaction yield, written as a fraction of the theoretical maximum amount of product (1.0 means a 100% yield; for example, 0.34 means a 34% yield). (1) The reactants are Cl[CH2:2][CH2:3]Cl.C([CH:7]([C:11]([O-:13])=O)[C:8]([O-:10])=[O:9])C.[K+].[K+].C(#N)[C:17]1[CH:22]=[CH:21][CH:20]=[CH:19][CH:18]=1. The catalyst is [Cu](Cl)Cl. The product is [C:11]([CH2:7][C:8]([O:10][CH2:2][CH3:3])=[O:9])(=[O:13])[C:17]1[CH:22]=[CH:21][CH:20]=[CH:19][CH:18]=1. The yield is 0.680. (2) The reactants are [CH3:1][NH:2][N:3]=[CH:4][C:5](=[O:7])[CH3:6].[C:8]([C:12]1[CH:17]=[CH:16][C:15]([C:18](=O)[CH:19]=[O:20])=[CH:14][CH:13]=1)([CH3:11])([CH3:10])[CH3:9].FC1C=C(C(NN)=O)C=CC=1C(OC)=O.[Cl-].[Na+]. The catalyst is C(O)(=O)C.O. The product is [C:8]([C:12]1[CH:17]=[CH:16][C:15]([C:18]2[N:2]([CH3:1])[N:3]=[C:4]([C:5](=[O:7])[CH3:6])[C:19]=2[OH:20])=[CH:14][CH:13]=1)([CH3:11])([CH3:10])[CH3:9]. The yield is 0.460. (3) The product is [OH:28][CH2:27][C:21]1[CH:22]=[C:23]2[C:18](=[CH:19][CH:20]=1)[C:17](=[O:30])[C:16]1[CH2:15][CH2:14][C:13]([CH3:31])([CH3:12])[CH2:26][C:25]=1[S:24]2. The yield is 0.630. The catalyst is O1CCCC1. The reactants are C(N(C(C)C)CC)(C)C.[BH4-].[Na+].[CH3:12][C:13]1([CH3:31])[CH2:26][C:25]2[S:24][C:23]3[C:18](=[CH:19][CH:20]=[C:21]([C:27](O)=[O:28])[CH:22]=3)[C:17](=[O:30])[C:16]=2[CH2:15][CH2:14]1.F[P-](F)(F)(F)(F)F.N1C2C=CC=C(O[P+](N(C)C)(N(C)C)N(C)C)C=2N=N1. (4) The reactants are C([Si](C)(C)[O:6][CH2:7][CH2:8][N:9]1[CH2:31][CH2:30][N:12]2[C:13]3[CH:14]=[CH:15][C:16]([O:20][CH:21]4[CH2:26][CH2:25][N:24]([CH:27]([CH3:29])[CH3:28])[CH2:23][CH2:22]4)=[CH:17][C:18]=3[CH:19]=[C:11]2[C:10]1=[O:32])(C)(C)C.FC(F)(F)C(O)=O. The catalyst is ClCCl. The product is [OH:6][CH2:7][CH2:8][N:9]1[CH2:31][CH2:30][N:12]2[C:13]3[CH:14]=[CH:15][C:16]([O:20][CH:21]4[CH2:22][CH2:23][N:24]([CH:27]([CH3:29])[CH3:28])[CH2:25][CH2:26]4)=[CH:17][C:18]=3[CH:19]=[C:11]2[C:10]1=[O:32]. The yield is 0.880. (5) The reactants are C([O:3][C:4]([C:6]1[CH:11]=[N:10][C:9]([NH:12][C:13](=[O:33])[CH:14]([C:23]2[CH:28]=[CH:27][C:26]([S:29]([CH3:32])(=[O:31])=[O:30])=[CH:25][CH:24]=2)[CH2:15][C:16]2[CH:21]=[CH:20][C:19]([F:22])=[CH:18][CH:17]=2)=[CH:8][N:7]=1)=O)C.[BH4-].[Na+]. The catalyst is CO. The product is [F:22][C:19]1[CH:20]=[CH:21][C:16]([CH2:15][CH:14]([C:23]2[CH:24]=[CH:25][C:26]([S:29]([CH3:32])(=[O:30])=[O:31])=[CH:27][CH:28]=2)[C:13]([NH:12][C:9]2[CH:8]=[N:7][C:6]([CH2:4][OH:3])=[CH:11][N:10]=2)=[O:33])=[CH:17][CH:18]=1. The yield is 0.140. (6) The reactants are [C:1]1([C:11]([C:19]2[CH:24]=[CH:23][CH:22]=[CH:21][CH:20]=2)([OH:18])[C:12]#[C:13][Si](C)(C)C)[C:10]2[C:5](=[CH:6][CH:7]=[CH:8][CH:9]=2)[CH:4]=[CH:3][CH:2]=1.C([O-])([O-])=O.[K+].[K+]. The catalyst is CO. The product is [C:1]1([C:11]([C:19]2[CH:24]=[CH:23][CH:22]=[CH:21][CH:20]=2)([OH:18])[C:12]#[CH:13])[C:10]2[C:5](=[CH:6][CH:7]=[CH:8][CH:9]=2)[CH:4]=[CH:3][CH:2]=1. The yield is 0.847.